From a dataset of Reaction yield outcomes from USPTO patents with 853,638 reactions. Predict the reaction yield, written as a fraction of the theoretical maximum amount of product (1.0 means a 100% yield; for example, 0.34 means a 34% yield). (1) The reactants are [NH2:1][C:2]1[CH:7]=[CH:6][C:5]([C:8]2[CH:16]=[CH:15][CH:14]=[C:13]3[C:9]=2[CH2:10][NH:11][C:12]3=[O:17])=[CH:4][CH:3]=1.C([N:20]([CH2:23]C)[CH2:21][CH3:22])C.ClC(Cl)(O[C:29](=[O:35])OC(Cl)(Cl)Cl)Cl. The catalyst is O1CCOCC1. The product is [CH3:23][N:20]([C:21]1[CH:22]=[CH:3][CH:4]=[C:5]([CH3:8])[CH:6]=1)[C:29]([NH:1][C:2]1[CH:3]=[CH:4][C:5]([C:8]2[CH:16]=[CH:15][CH:14]=[C:13]3[C:9]=2[CH2:10][NH:11][C:12]3=[O:17])=[CH:6][CH:7]=1)=[O:35]. The yield is 0.200. (2) The yield is 0.530. The reactants are [CH:1]1([C@H:7]([NH:16][CH2:17][C:18]2[CH:23]=[CH:22][C:21](/[CH:24]=[CH:25]/[C:26]([NH:28][O:29][CH:30]([O:32][CH2:33][CH:34]([CH3:36])[CH3:35])[CH3:31])=[O:27])=[CH:20][CH:19]=2)[C:8]([O:10]C2CCCC2)=[O:9])[CH2:6][CH2:5][CH2:4][CH2:3][CH2:2]1. The product is [CH:1]1([C@H:7]([NH:16][CH2:17][C:18]2[CH:23]=[CH:22][C:21](/[CH:24]=[CH:25]/[C:26]([NH:28][O:29][CH:30]([O:32][CH2:33][CH:34]([CH3:36])[CH3:35])[CH3:31])=[O:27])=[CH:20][CH:19]=2)[C:8]([OH:10])=[O:9])[CH2:6][CH2:5][CH2:4][CH2:3][CH2:2]1. The catalyst is CO. (3) The reactants are [F:1][C:2]1[C:16]([CH2:17][NH2:18])=[CH:15][C:5]2[N:6]([CH:9]3[CH2:14][CH2:13][CH2:12][CH2:11][O:10]3)[CH:7]=[N:8][C:4]=2[CH:3]=1.[CH3:19][C:20]([O:23][C:24](O[C:24]([O:23][C:20]([CH3:22])([CH3:21])[CH3:19])=[O:25])=[O:25])([CH3:22])[CH3:21]. The catalyst is C(Cl)Cl. The product is [F:1][C:2]1[C:16]([CH2:17][NH:18][C:24](=[O:25])[O:23][C:20]([CH3:22])([CH3:21])[CH3:19])=[CH:15][C:5]2[N:6]([CH:9]3[CH2:14][CH2:13][CH2:12][CH2:11][O:10]3)[CH:7]=[N:8][C:4]=2[CH:3]=1. The yield is 0.603. (4) The reactants are [C:1]([O:5][C:6](=[O:31])[NH:7][CH:8]([C:10](=[O:30])[NH:11][C:12]1[CH:17]=[CH:16][CH:15]=[C:14]([Cl:18])[C:13]=1[C:19](=O)[NH:20][C:21]1[CH:26]=[C:25]([F:27])[CH:24]=[C:23]([F:28])[CH:22]=1)[CH3:9])([CH3:4])([CH3:3])[CH3:2].C(N(CC)C(C)C)(C)C.C1(P(C2C=CC=CC=2)C2C=CC=CC=2)C=CC=CC=1.II. The catalyst is C(Cl)Cl. The product is [C:1]([O:5][C:6](=[O:31])[NH:7][CH:8]([C:10]1[O:30][C:19](=[N:20][C:21]2[CH:26]=[C:25]([F:27])[CH:24]=[C:23]([F:28])[CH:22]=2)[C:13]2[C:14]([Cl:18])=[CH:15][CH:16]=[CH:17][C:12]=2[N:11]=1)[CH3:9])([CH3:4])([CH3:3])[CH3:2]. The yield is 0.520.